Task: Predict the reaction yield, written as a fraction of the theoretical maximum amount of product (1.0 means a 100% yield; for example, 0.34 means a 34% yield).. Dataset: Reaction yield outcomes from USPTO patents with 853,638 reactions (1) The reactants are Br[CH2:2][C:3](=[CH2:9])[C:4]([O:6][CH2:7][CH3:8])=[O:5].[F:10][C:11]([F:24])([F:23])[C:12]1[CH:13]=[C:14]([C:18]2[N:19]=[N:20][NH:21][N:22]=2)[CH:15]=[CH:16][CH:17]=1. No catalyst specified. The product is [F:24][C:11]([F:10])([F:23])[C:12]1[CH:13]=[C:14]([C:18]2[N:19]=[N:20][N:21]([CH2:2][C:3](=[CH2:9])[C:4]([O:6][CH2:7][CH3:8])=[O:5])[N:22]=2)[CH:15]=[CH:16][CH:17]=1. The yield is 0.610. (2) The reactants are Br[C:2]1[CH:3]=[C:4]([F:8])[CH:5]=[N:6][CH:7]=1.[C:9]([O:13][C:14]([N:16]1[CH2:23][CH:22]2[O:24][CH:18]([CH2:19][NH:20][CH2:21]2)[CH2:17]1)=[O:15])([CH3:12])([CH3:11])[CH3:10].C1(P(C2C=CC=CC=2)C2C3OC4C(=CC=CC=4P(C4C=CC=CC=4)C4C=CC=CC=4)C(C)(C)C=3C=CC=2)C=CC=CC=1.CC(C)([O-])C.[Na+]. The catalyst is C1(C)C=CC=CC=1.C1C=CC(/C=C/C(/C=C/C2C=CC=CC=2)=O)=CC=1.C1C=CC(/C=C/C(/C=C/C2C=CC=CC=2)=O)=CC=1.C1C=CC(/C=C/C(/C=C/C2C=CC=CC=2)=O)=CC=1.[Pd].[Pd]. The product is [C:9]([O:13][C:14]([N:16]1[CH2:17][CH:18]2[O:24][CH:22]([CH2:21][N:20]([C:2]3[CH:7]=[N:6][CH:5]=[C:4]([F:8])[CH:3]=3)[CH2:19]2)[CH2:23]1)=[O:15])([CH3:12])([CH3:10])[CH3:11]. The yield is 0.500. (3) The reactants are C(=O)([O-])[O-].[Cs+].[Cs+].[CH3:7][C:8]1[C:16]2[C:11](=[N:12][CH:13]=[N:14][C:15]=2[NH2:17])[NH:10][N:9]=1.[Cl:18][C:19]1[C:24]([C:25]#[N:26])=[C:23]([N:27]2[CH2:30][CH:29]([O:31][CH3:32])[CH2:28]2)[C:22]([O:33][CH2:34][CH3:35])=[C:21]([CH:36](Cl)[CH3:37])[CH:20]=1.CN(C)C=O. The catalyst is CCOC(C)=O. The product is [NH2:17][C:15]1[N:14]=[CH:13][N:12]=[C:11]2[N:10]([CH:36]([C:21]3[CH:20]=[C:19]([Cl:18])[C:24]([C:25]#[N:26])=[C:23]([N:27]4[CH2:30][CH:29]([O:31][CH3:32])[CH2:28]4)[C:22]=3[O:33][CH2:34][CH3:35])[CH3:37])[N:9]=[C:8]([CH3:7])[C:16]=12. The yield is 0.200. (4) The catalyst is C1C=CC(P(C2C=CC=CC=2)[C-]2C=CC=C2)=CC=1.C1C=CC(P(C2C=CC=CC=2)[C-]2C=CC=C2)=CC=1.Cl[Pd]Cl.[Fe+2].O.C(#N)C. The reactants are Br[C:2]1[CH:3]=[C:4]([NH:10][C:11]2[CH:15]=[C:14]([CH3:16])[N:13]([CH3:17])[N:12]=2)[C:5](=[O:9])[N:6]([CH3:8])[CH:7]=1.[C:18]([O:21][CH2:22][C:23]1[C:24]([N:32]2[CH2:43][CH2:42][N:41]3[C:34](=[CH:35][C:36]4[CH2:37][C:38]([CH3:45])([CH3:44])[CH2:39][C:40]=43)[C:33]2=[O:46])=[N:25][CH:26]=[CH:27][C:28]=1B(O)O)(=[O:20])[CH3:19].[O-]P([O-])([O-])=O.[K+].[K+].[K+].C([O-])(=O)C.[Na+]. The yield is 0.420. The product is [C:18]([O:21][CH2:22][C:23]1[C:24]([N:32]2[CH2:43][CH2:42][N:41]3[C:34](=[CH:35][C:36]4[CH2:37][C:38]([CH3:45])([CH3:44])[CH2:39][C:40]=43)[C:33]2=[O:46])=[N:25][CH:26]=[CH:27][C:28]=1[C:2]1[CH:3]=[C:4]([NH:10][C:11]2[CH:15]=[C:14]([CH3:16])[N:13]([CH3:17])[N:12]=2)[C:5](=[O:9])[N:6]([CH3:8])[CH:7]=1)(=[O:20])[CH3:19].